Task: Predict the product of the given reaction.. Dataset: Forward reaction prediction with 1.9M reactions from USPTO patents (1976-2016) (1) Given the reactants Br[C:2]1[CH:3]=[CH:4][C:5]([C:8]#[N:9])=[N:6][CH:7]=1.[NH:10]1[CH:14]=[CH:13][N:12]=[CH:11]1, predict the reaction product. The product is: [N:10]1([C:2]2[CH:3]=[CH:4][C:5]([C:8]#[N:9])=[N:6][CH:7]=2)[CH:14]=[CH:13][N:12]=[CH:11]1. (2) Given the reactants S(OCC1([C:16]2[C:17](OC)=[C:18]([CH:22]=[CH:23][CH:24]=2)[C:19]([O-:21])=[O:20])CC1)(C1C=CC(C)=CC=1)(=O)=O.[F-:27].C([N+]([CH2:41][CH2:42][CH2:43][CH3:44])(CCCC)CCCC)CCC.[CH2:45]1COCC1, predict the reaction product. The product is: [C:19]([O:21][CH2:41][C:42]1([CH2:45][F:27])[CH2:44][CH2:43]1)(=[O:20])[C:18]1[CH:17]=[CH:16][CH:24]=[CH:23][CH:22]=1. (3) Given the reactants S(Cl)([Cl:3])=O.[C:5]([OH:17])(=O)[CH2:6][CH2:7][CH2:8][CH2:9][CH2:10][CH2:11][CH2:12][CH2:13][CH:14]=[CH2:15], predict the reaction product. The product is: [C:5]([Cl:3])(=[O:17])[CH:6]=[CH:7][CH2:8][CH2:9][CH2:10][CH2:11][CH2:12][CH2:13][CH:14]=[CH2:15]. (4) The product is: [OH:2][C:3]1[C:8]2[NH:9][C:10]([C:12]3[S:13][CH:14]=[CH:15][CH:16]=3)=[N:11][C:7]=2[C:6]([C:17]([NH:19][CH2:20][CH:21]2[CH2:25][CH2:24][NH:23][CH2:22]2)=[O:18])=[CH:5][CH:4]=1. Given the reactants C[O:2][C:3]1[C:8]2[NH:9][C:10]([C:12]3[S:13][CH:14]=[CH:15][CH:16]=3)=[N:11][C:7]=2[C:6]([C:17]([NH:19][CH2:20][CH:21]2[CH2:25][CH2:24][N:23](C(OC(C)(C)C)=O)[CH2:22]2)=[O:18])=[CH:5][CH:4]=1.B(Br)(Br)Br, predict the reaction product.